Dataset: Catalyst prediction with 721,799 reactions and 888 catalyst types from USPTO. Task: Predict which catalyst facilitates the given reaction. Reactant: [F:1][C:2]1[C:3]([N+:9]([O-:11])=[O:10])=[C:4](O)[CH:5]=[CH:6][CH:7]=1.[C:12](=O)([O-])[O-:13].[K+].[K+].CI.ClCCl. Product: [F:1][C:2]1[CH:7]=[C:6]([O:13][CH3:12])[CH:5]=[CH:4][C:3]=1[N+:9]([O-:11])=[O:10]. The catalyst class is: 21.